Dataset: Catalyst prediction with 721,799 reactions and 888 catalyst types from USPTO. Task: Predict which catalyst facilitates the given reaction. (1) Reactant: [Cl:1][CH:2]([CH3:28])[CH:3]([NH:15][C:16]([CH:18]1[CH2:24][CH2:23][CH:22]([CH2:25][CH2:26][CH3:27])[CH2:21][CH2:20][NH:19]1)=[O:17])[CH:4]1[CH:9]([OH:10])[CH:8]([OH:11])[CH:7]([OH:12])[CH:6]([S:13][CH3:14])[O:5]1.[N+](C1C=CC([O:38][C:39](=O)[O:40][CH2:41][C:42]2[O:43][C:44](=[O:48])[O:45][C:46]=2[CH3:47])=CC=1)([O-])=O. Product: [CH3:47][C:46]1[O:45][C:44](=[O:48])[O:43][C:42]=1[CH2:41][O:40][C:39]([N:19]1[CH2:20][CH2:21][CH:22]([CH2:25][CH2:26][CH3:27])[CH2:23][CH2:24][CH:18]1[C:16](=[O:17])[NH:15][CH:3]([CH:4]1[CH:9]([OH:10])[CH:8]([OH:11])[CH:7]([OH:12])[CH:6]([S:13][CH3:14])[O:5]1)[CH:2]([Cl:1])[CH3:28])=[O:38]. The catalyst class is: 3. (2) Reactant: [P:1]([OH:24])([OH:23])([O:3][C:4]1[CH:9]=[CH:8][C:7]([C:10]2[O:11][C:12]3[C:18]([CH:19]=[CH2:20])=[CH:17][C:16]([OH:21])=[CH:15][C:13]=3[N:14]=2)=[CH:6][C:5]=1[F:22])=[O:2].[OH-].[K+:26].O. Product: [P:1]([O-:24])([O-:23])([O:3][C:4]1[CH:9]=[CH:8][C:7]([C:10]2[O:11][C:12]3[C:18]([CH:19]=[CH2:20])=[CH:17][C:16]([OH:21])=[CH:15][C:13]=3[N:14]=2)=[CH:6][C:5]=1[F:22])=[O:2].[K+:26].[K+:26]. The catalyst class is: 8. (3) Reactant: [Cl:1][C:2]1[CH:10]=[CH:9][C:8]([CH3:11])=[CH:7][C:3]=1[C:4]([NH2:6])=[O:5].C1C(=O)N([Br:19])C(=O)C1.CC(N=NC(C#N)(C)C)(C#N)C. Product: [Br:19][CH2:11][C:8]1[CH:9]=[CH:10][C:2]([Cl:1])=[C:3]([CH:7]=1)[C:4]([NH2:6])=[O:5]. The catalyst class is: 23. (4) Reactant: [C:1]([O:5][C:6](=[O:30])[NH:7][CH:8]1[C:13]2[S:14][C:15]([Sn](CCCC)(CCCC)CCCC)=[CH:16][C:12]=2[CH2:11][CH2:10][CH2:9]1)([CH3:4])([CH3:3])[CH3:2].[CH:31]1([N:34]2[C:43]3[C:38](=[CH:39][C:40]([F:46])=[C:41](I)[C:42]=3[CH3:44])[C:37](=[O:47])[NH:36][C:35]2=[O:48])[CH2:33][CH2:32]1.C1([As](C2C=CC=CC=2)C2C=CC=CC=2)C=CC=CC=1.[F-].[K+]. Product: [C:1]([O:5][C:6](=[O:30])[NH:7][CH:8]1[C:13]2[S:14][C:15]([C:41]3[C:42]([CH3:44])=[C:43]4[C:38]([C:37](=[O:47])[NH:36][C:35](=[O:48])[N:34]4[CH:31]4[CH2:33][CH2:32]4)=[CH:39][C:40]=3[F:46])=[CH:16][C:12]=2[CH2:11][CH2:10][CH2:9]1)([CH3:2])([CH3:3])[CH3:4]. The catalyst class is: 715. (5) Reactant: [F:1][C:2]1[CH:26]=[CH:25][CH:24]=[CH:23][C:3]=1[CH2:4][C:5]1[C:9]([C:10](Cl)=[N:11][OH:12])=[CH:8][N:7]([CH2:14][C:15]2[CH:20]=[CH:19][C:18]([O:21][CH3:22])=[CH:17][CH:16]=2)[N:6]=1.[CH:27]([O:29][CH2:30][CH3:31])=[CH2:28].C(=O)(O)[O-].[Na+]. Product: [CH2:27]([O:29][CH:30]1[O:12][N:11]=[C:10]([C:9]2[C:5]([CH2:4][C:3]3[CH:23]=[CH:24][CH:25]=[CH:26][C:2]=3[F:1])=[N:6][N:7]([CH2:14][C:15]3[CH:20]=[CH:19][C:18]([O:21][CH3:22])=[CH:17][CH:16]=3)[CH:8]=2)[CH2:31]1)[CH3:28]. The catalyst class is: 41. (6) Reactant: [H-].[Na+].[OH:3][C:4]1([C:16]2[S:17][CH:18]=[CH:19][N:20]=2)[CH2:8][CH2:7][N:6]([C:9]([O:11][C:12]([CH3:15])([CH3:14])[CH3:13])=[O:10])[CH2:5]1.Br[CH2:22][C:23]([OH:25])=[O:24]. Product: [C:12]([O:11][C:9]([N:6]1[CH2:7][CH2:8][C:4]([C:16]2[S:17][CH:18]=[CH:19][N:20]=2)([O:3][CH2:22][C:23]([OH:25])=[O:24])[CH2:5]1)=[O:10])([CH3:15])([CH3:14])[CH3:13]. The catalyst class is: 9.